From a dataset of Peptide-MHC class I binding affinity with 185,985 pairs from IEDB/IMGT. Regression. Given a peptide amino acid sequence and an MHC pseudo amino acid sequence, predict their binding affinity value. This is MHC class I binding data. (1) The binding affinity (normalized) is 0.213. The MHC is HLA-B15:42 with pseudo-sequence HLA-B15:42. The peptide sequence is MPWLTTGPM. (2) The peptide sequence is LEAFLMALT. The MHC is Mamu-A11 with pseudo-sequence Mamu-A11. The binding affinity (normalized) is 0.662.